Dataset: Peptide-MHC class II binding affinity with 134,281 pairs from IEDB. Task: Regression. Given a peptide amino acid sequence and an MHC pseudo amino acid sequence, predict their binding affinity value. This is MHC class II binding data. (1) The MHC is DRB5_0101 with pseudo-sequence DRB5_0101. The peptide sequence is MLIESNLAGSNDNFL. The binding affinity (normalized) is 0.294. (2) The peptide sequence is TGRLQSLQTYVTQQL. The MHC is DRB1_0101 with pseudo-sequence DRB1_0101. The binding affinity (normalized) is 1.00. (3) The peptide sequence is VQAPVGAITTIEDPV. The MHC is DRB1_1201 with pseudo-sequence DRB1_1201. The binding affinity (normalized) is 0. (4) The peptide sequence is IFSGNMNIKLKMPMY. The MHC is HLA-DQA10501-DQB10201 with pseudo-sequence HLA-DQA10501-DQB10201. The binding affinity (normalized) is 0.0164. (5) The peptide sequence is EMLLINLTTIAYEEE. The MHC is DRB1_0101 with pseudo-sequence DRB1_0101. The binding affinity (normalized) is 0.668. (6) The peptide sequence is DHSTIIYNSRVTIAG. The MHC is DRB1_1101 with pseudo-sequence DRB1_1101. The binding affinity (normalized) is 0.317. (7) The peptide sequence is PILWDYFSLVLTNAC. The MHC is DRB1_0101 with pseudo-sequence DRB1_0101. The binding affinity (normalized) is 0.445. (8) The peptide sequence is TDDNEEPIAPYHFDL. The MHC is HLA-DPA10103-DPB10201 with pseudo-sequence HLA-DPA10103-DPB10201. The binding affinity (normalized) is 0.384. (9) The peptide sequence is GELQIVDKIDSAFKI. The MHC is DRB4_0101 with pseudo-sequence DRB4_0103. The binding affinity (normalized) is 1.00. (10) The peptide sequence is LVDANGTLHDKKSMG. The MHC is DRB1_0405 with pseudo-sequence DRB1_0405. The binding affinity (normalized) is 0.